The task is: Predict the reactants needed to synthesize the given product.. This data is from Full USPTO retrosynthesis dataset with 1.9M reactions from patents (1976-2016). (1) The reactants are: [CH3:1][O:2][C:3](=[O:15])[C:4]1[CH:9]=[CH:8][C:7](Br)=[C:6]([N+:11]([O-])=O)[C:5]=1[CH3:14].[NH:16]1[CH2:20][CH2:19][CH2:18][C:17]1=O.CNCCN. Given the product [CH3:1][O:2][C:3]([C:4]1[CH:9]=[CH:8][C:7]2[N:16]3[CH2:20][CH2:19][CH2:18][C:17]3=[N:11][C:6]=2[C:5]=1[CH3:14])=[O:15], predict the reactants needed to synthesize it. (2) Given the product [Cl-:44].[Cl-:44].[F:43][C:2]([F:1])([F:42])[C:3]1[CH:4]=[C:5]([C@H:13]([O:15][C@H:16]2[CH2:21][CH2:20][NH+:19]([CH:22]3[CH2:27][CH2:26][NH2+:25][CH2:24][CH2:23]3)[CH2:18][C@@H:17]2[C:35]2[CH:40]=[CH:39][C:38]([F:41])=[CH:37][CH:36]=2)[CH3:14])[CH:6]=[C:7]([C:9]([F:11])([F:10])[F:12])[CH:8]=1, predict the reactants needed to synthesize it. The reactants are: [F:1][C:2]([F:43])([F:42])[C:3]1[CH:4]=[C:5]([C@H:13]([O:15][C@H:16]2[CH2:21][CH2:20][N:19]([CH:22]3[CH2:27][CH2:26][N:25](C(OC(C)(C)C)=O)[CH2:24][CH2:23]3)[CH2:18][C@@H:17]2[C:35]2[CH:40]=[CH:39][C:38]([F:41])=[CH:37][CH:36]=2)[CH3:14])[CH:6]=[C:7]([C:9]([F:12])([F:11])[F:10])[CH:8]=1.[ClH:44]. (3) The reactants are: ClC1C(C(=O)N(CCCC)CCCC)=NN(C2C=CC(C(NS(C3C=C4C(C=CC(C(O)=O)=C4)=CC=3)(=O)=O)=O)=CC=2C(N2CCC3C(=CC=CC=3)C2)=O)C=1C.[Cl:56][C:57]1[C:58]([C:109](=[O:119])[N:110]([CH2:115][CH2:116][CH2:117][CH3:118])[CH2:111][CH2:112][CH2:113][CH3:114])=[N:59][N:60]([C:63]2[CH:96]=[CH:95][C:66]([C:67]([NH:69][S:70]([C:73]3[CH:82]=[C:81]4[C:76]([CH:77]=[CH:78][CH:79]=[C:80]4[O:83][CH2:84][C:85]4[CH:94]=[CH:93][C:88]([C:89]([O:91]C)=[O:90])=[CH:87][CH:86]=4)=[CH:75][CH:74]=3)(=[O:72])=[O:71])=[O:68])=[CH:65][C:64]=2[C:97]([N:99]2[CH2:108][CH2:107][C:106]3[C:101](=[CH:102][CH:103]=[CH:104][CH:105]=3)[CH2:100]2)=[O:98])[C:61]=1[CH3:62]. Given the product [Cl:56][C:57]1[C:58]([C:109](=[O:119])[N:110]([CH2:115][CH2:116][CH2:117][CH3:118])[CH2:111][CH2:112][CH2:113][CH3:114])=[N:59][N:60]([C:63]2[CH:96]=[CH:95][C:66]([C:67]([NH:69][S:70]([C:73]3[CH:82]=[C:81]4[C:76]([CH:77]=[CH:78][CH:79]=[C:80]4[O:83][CH2:84][C:85]4[CH:86]=[CH:87][C:88]([C:89]([OH:91])=[O:90])=[CH:93][CH:94]=4)=[CH:75][CH:74]=3)(=[O:71])=[O:72])=[O:68])=[CH:65][C:64]=2[C:97]([N:99]2[CH2:108][CH2:107][C:106]3[C:101](=[CH:102][CH:103]=[CH:104][CH:105]=3)[CH2:100]2)=[O:98])[C:61]=1[CH3:62], predict the reactants needed to synthesize it.